Dataset: Peptide-MHC class I binding affinity with 185,985 pairs from IEDB/IMGT. Task: Regression. Given a peptide amino acid sequence and an MHC pseudo amino acid sequence, predict their binding affinity value. This is MHC class I binding data. (1) The peptide sequence is ALSMGINTV. The MHC is HLA-B08:02 with pseudo-sequence HLA-B08:02. The binding affinity (normalized) is 0.0847. (2) The peptide sequence is VAAKGAPAL. The MHC is HLA-B08:02 with pseudo-sequence HLA-B08:02. The binding affinity (normalized) is 0.0847. (3) The peptide sequence is YYKKDNAYY. The MHC is HLA-A24:02 with pseudo-sequence HLA-A24:02. The binding affinity (normalized) is 0.636.